From a dataset of Forward reaction prediction with 1.9M reactions from USPTO patents (1976-2016). Predict the product of the given reaction. (1) Given the reactants [N+:1]([C:4]1[CH:9]=[C:8]([NH2:10])[CH:7]=[CH:6][C:5]=1[NH2:11])([O-:3])=[O:2].CO[CH:14]1[CH2:18][CH2:17][CH:16](OC)O1, predict the reaction product. The product is: [N+:1]([C:4]1[CH:9]=[C:8]([N:10]2[CH:14]=[CH:18][CH:17]=[CH:16]2)[CH:7]=[CH:6][C:5]=1[NH2:11])([O-:3])=[O:2]. (2) Given the reactants [O:1]1[C:6]2[CH:7]=[CH:8][C:9]([CH2:11][N:12]([CH:20]3[CH2:25][CH2:24][NH:23][CH2:22][CH2:21]3)[C:13](=[O:19])[O:14][C:15]([CH3:18])([CH3:17])[CH3:16])=[CH:10][C:5]=2[O:4][CH2:3][CH2:2]1.[O:26]=[C:27]1[CH:36]=[N:35][C:34]2[C:29](=[CH:30][CH:31]=[CH:32][CH:33]=2)[N:28]1[CH2:37][CH:38]=O.C(O[BH-](OC(=O)C)OC(=O)C)(=O)C.[Na+].C(=O)([O-])O.[Na+], predict the reaction product. The product is: [O:1]1[C:6]2[CH:7]=[CH:8][C:9]([CH2:11][N:12]([CH:20]3[CH2:25][CH2:24][N:23]([CH2:38][CH2:37][N:28]4[C:29]5[C:34](=[CH:33][CH:32]=[CH:31][CH:30]=5)[N:35]=[CH:36][C:27]4=[O:26])[CH2:22][CH2:21]3)[C:13](=[O:19])[O:14][C:15]([CH3:18])([CH3:16])[CH3:17])=[CH:10][C:5]=2[O:4][CH2:3][CH2:2]1. (3) The product is: [CH:18]1([NH:19][C:20]([C:21]2[CH:22]=[C:23]([C:2]3[CH:7]=[CH:6][C:5]([C:8]4[N:12]=[C:11]([CH3:13])[O:10][N:9]=4)=[CH:4][C:3]=3[CH3:14])[C:24]([CH3:27])=[CH:25][CH:26]=2)=[O:37])[CH2:15][CH2:17]1. Given the reactants Br[C:2]1[CH:7]=[CH:6][C:5]([C:8]2[N:12]=[C:11]([CH3:13])[O:10][N:9]=2)=[CH:4][C:3]=1[CH3:14].[CH:15]1([CH2:18][NH:19][C:20](=[O:37])[C:21]2[CH:26]=[CH:25][C:24]([CH3:27])=[C:23](B3OC(C)(C)C(C)(C)O3)[CH:22]=2)[CH2:17]C1, predict the reaction product. (4) Given the reactants I[C:2]1[CH:3]=[C:4]([NH:8][S:9]([CH3:12])(=[O:11])=[O:10])[CH:5]=[CH:6][CH:7]=1.[CH2:13]([OH:16])[CH:14]=[CH2:15].C(=O)([O-])O.[Na+], predict the reaction product. The product is: [O:16]=[CH:13][CH2:14][CH2:15][C:2]1[CH:3]=[C:4]([NH:8][S:9]([CH3:12])(=[O:11])=[O:10])[CH:5]=[CH:6][CH:7]=1. (5) Given the reactants [CH2:1]([O:8][C:9]1[CH:14]=[CH:13][C:12]([NH:15][C:16](=[NH:25])[C:17]2[CH:22]=[CH:21][C:20]([O:23][CH3:24])=[CH:19][CH:18]=2)=[CH:11][CH:10]=1)[C:2]1[CH:7]=[CH:6][CH:5]=[CH:4][CH:3]=1.Cl[C:27](=[CH2:33])[C:28]([O:30][CH2:31][CH3:32])=[O:29].C(N(CC)C(C)C)(C)C, predict the reaction product. The product is: [CH2:31]([O:30][C:28]([CH:27]1[CH2:33][N:15]([C:12]2[CH:13]=[CH:14][C:9]([O:8][CH2:1][C:2]3[CH:7]=[CH:6][CH:5]=[CH:4][CH:3]=3)=[CH:10][CH:11]=2)[C:16]([C:17]2[CH:18]=[CH:19][C:20]([O:23][CH3:24])=[CH:21][CH:22]=2)=[N:25]1)=[O:29])[CH3:32]. (6) Given the reactants I[C:2]1[CH:7]=[C:6]([N:8]2[CH2:13][CH2:12][S:11][CH2:10][CH2:9]2)[N:5]=[CH:4][C:3]=1[NH:14][C:15](=[O:20])[C:16]([CH3:19])([CH3:18])[CH3:17].C(=O)([O-])[O-].[Na+].[Na+].[C:27]1([CH3:36])[CH:32]=[CH:31][CH:30]=[CH:29][C:28]=1B(O)O, predict the reaction product. The product is: [CH3:17][C:16]([CH3:19])([CH3:18])[C:15]([NH:14][C:3]1[CH:4]=[N:5][C:6]([N:8]2[CH2:13][CH2:12][S:11][CH2:10][CH2:9]2)=[CH:7][C:2]=1[C:28]1[CH:29]=[CH:30][CH:31]=[CH:32][C:27]=1[CH3:36])=[O:20].